Dataset: Reaction yield outcomes from USPTO patents with 853,638 reactions. Task: Predict the reaction yield, written as a fraction of the theoretical maximum amount of product (1.0 means a 100% yield; for example, 0.34 means a 34% yield). (1) The reactants are [C:1]([OH:11])(=O)/[CH:2]=[CH:3]/[C:4]1[CH:9]=[CH:8][CH:7]=[CH:6][CH:5]=1.ClN1C(OC)=NC(OC)=NC1.CN1CCOCC1.[CH2:30]([NH:34][C:35]([C@H:37]1[CH2:49][C:48]2[C:47]3[C:42](=[CH:43][CH:44]=[CH:45][CH:46]=3)[NH:41][C:40]=2[C@@H:39]([C:50]2[CH:58]=[CH:57][C:53]3[O:54][CH2:55][O:56][C:52]=3[CH:51]=2)[NH:38]1)=[O:36])[CH2:31][CH2:32][CH3:33]. The catalyst is O1CCCC1. The product is [CH2:30]([NH:34][C:35]([C@H:37]1[CH2:49][C:48]2[C:47]3[C:42](=[CH:43][CH:44]=[CH:45][CH:46]=3)[NH:41][C:40]=2[C@@H:39]([C:50]2[CH:58]=[CH:57][C:53]3[O:54][CH2:55][O:56][C:52]=3[CH:51]=2)[N:38]1[C:1](=[O:11])[CH:2]=[CH:3][C:4]1[CH:5]=[CH:6][CH:7]=[CH:8][CH:9]=1)=[O:36])[CH2:31][CH2:32][CH3:33]. The yield is 0.610. (2) The reactants are [C:1]([N:8]1[CH2:11][C:10](=[O:12])[CH2:9]1)([O:3][C:4]([CH3:7])([CH3:6])[CH3:5])=[O:2].[O:13]1[CH:17]=[CH:16][C:15]([C:18]#[C:19][Si:20]([CH3:23])([CH3:22])[CH3:21])=[CH:14]1. The catalyst is C1(C)C=CC=CC=1. The product is [O:13]1[CH:17]=[CH:16][C:15]([C:18]2[CH2:11][N:8]([C:1]([O:3][C:4]([CH3:7])([CH3:6])[CH3:5])=[O:2])[CH2:9][C:10](=[O:12])[C:19]=2[Si:20]([CH3:22])([CH3:21])[CH3:23])=[CH:14]1. The yield is 0.820. (3) The reactants are [Cl:1][C:2]1[CH:3]=[C:4]2[C:8](=[CH:9][CH:10]=1)[NH:7][C:6]([C:11]([OH:13])=O)=[CH:5]2.Cl.[CH3:15][NH:16][O:17][CH3:18].O.ON1C2C=CC=CC=2N=N1.Cl.C(N=C=NCCCN(C)C)C.Cl. The catalyst is CN(C)C=O.C(N(CC)CC)C. The product is [Cl:1][C:2]1[CH:3]=[C:4]2[C:8](=[CH:9][CH:10]=1)[NH:7][C:6]([C:11]([N:16]([O:17][CH3:18])[CH3:15])=[O:13])=[CH:5]2. The yield is 0.840. (4) The reactants are [Cl:1][C:2]1[CH:10]=[CH:9][C:8]2[NH:7][C:6]3[CH2:11][CH:12]([C:14]([S:22]([C:25]4[CH:30]=[CH:29][CH:28]=[C:27]([C:31]#[CH:32])[CH:26]=4)(=[O:24])=[O:23])([F:21])[C:15]4[O:16][C:17]([CH3:20])=[N:18][N:19]=4)[CH2:13][C:5]=3[C:4]=2[CH:3]=1. The catalyst is CO.[Pd]. The product is [Cl:1][C:2]1[CH:10]=[CH:9][C:8]2[NH:7][C:6]3[CH2:11][CH:12]([C:14]([S:22]([C:25]4[CH:30]=[CH:29][CH:28]=[C:27]([CH2:31][CH3:32])[CH:26]=4)(=[O:23])=[O:24])([F:21])[C:15]4[O:16][C:17]([CH3:20])=[N:18][N:19]=4)[CH2:13][C:5]=3[C:4]=2[CH:3]=1. The yield is 0.920.